From a dataset of Reaction yield outcomes from USPTO patents with 853,638 reactions. Predict the reaction yield, written as a fraction of the theoretical maximum amount of product (1.0 means a 100% yield; for example, 0.34 means a 34% yield). (1) The reactants are CC([O-])(C)C.[K+].CC1C=CC(S([CH2:17][N+:18]#[C-])(=O)=O)=CC=1.[Cl:20][C:21]1[CH:22]=[C:23]([CH:26]=[CH:27][C:28]=1[O:29][CH3:30])[CH:24]=O.CO. The catalyst is C1COCC1.O. The product is [Cl:20][C:21]1[CH:22]=[C:23]([CH2:24][C:17]#[N:18])[CH:26]=[CH:27][C:28]=1[O:29][CH3:30]. The yield is 0.830. (2) The reactants are [NH2:1][C:2]1[CH:11]=[CH:10][C:5]([C:6]([O:8][CH3:9])=[O:7])=[CH:4][C:3]=1[OH:12].[C:13](C1NC=CN=1)(C1NC=CN=1)=[O:14]. The catalyst is C1COCC1. The product is [O:14]=[C:13]1[NH:1][C:2]2[CH:11]=[CH:10][C:5]([C:6]([O:8][CH3:9])=[O:7])=[CH:4][C:3]=2[O:12]1. The yield is 0.560. (3) The reactants are [CH2:1]([O:4][C@@H:5]1[C@@H:9]([CH2:10][O:11][Si](C(C)(C)C)(C)C)[O:8][C@@H:7]([N:19]2[C:32]3[N:31]=[CH:30][N:29]=[C:23]([N:24]=CN(C)C)[C:22]=3[N:21]=[CH:20]2)[CH2:6]1)[CH:2]=[CH2:3]. The catalyst is C1COCC1.CCCC[N+](CCCC)(CCCC)CCCC.[F-]. The product is [CH2:1]([O:4][C@@H:5]1[C@@H:9]([CH2:10][OH:11])[O:8][C@@H:7]([N:19]2[C:32]3[N:31]=[CH:30][N:29]=[C:23]([NH2:24])[C:22]=3[N:21]=[CH:20]2)[CH2:6]1)[CH:2]=[CH2:3]. The yield is 0.990.